Dataset: Experimentally validated miRNA-target interactions with 360,000+ pairs, plus equal number of negative samples. Task: Binary Classification. Given a miRNA mature sequence and a target amino acid sequence, predict their likelihood of interaction. (1) The miRNA is mmu-miR-3065-5p with sequence UCAACAAAAUCACUGAUGCUGG. The protein sequence of the target gene is MLVRGRDQGSGSRLGPIVRRWAPRPSPLQSLAASLDAEPSSAAVPDGFPAGPTVSPRRLARPPGLEEALSALGLQGEREYAGDIFAEVMVCRVLPLRALPRAVTPEMRALVVDWLVQVHEYLGLAGDTLYLAVHLLDSYLSAGRVRLHRLQLLGVACLFVACKMEECVLPEPAFLCLLSADSFSRAELLRAERRILSRLDFRLHHPGPLLCLGLLAALAGSSPQVMLLATYFLELSLLEAEAAGWEPGRRAAAALSLAHRLLDGAGSRLQPELYRCSLGGGSVWGHRSFRDLPSWSFLRS.... Result: 0 (no interaction). (2) The miRNA is hsa-miR-4685-3p with sequence UCUCCCUUCCUGCCCUGGCUAG. The protein sequence of the target gene is MLPWRRNKFVLVEDEAKCKAKSLSPGLAYTSLLSSFLRSCPDLLPDWPLERLGRVFRSRRQKVELNKEDPTYTVWYLGNAVTLHAKGDGCTDDAVGKIWARCGPGGGTKMKLTLGPHGIRMQPCERSAAGGSGGRRPAHAYLLPRITYCTADGRHPRVFAWVYRHQARHKAVVLRCHAVLLARAHKARALARLLRQTALAAFSDFKRLQRQSDARHVRQQHLRAGGAAASVPRAPLRRLLNAKCAYRPPPSERSRGAPRLSSIQEEDEEEEEDDAEEQEGGVPQRERPEVLSLARELRTC.... Result: 1 (interaction). (3) The miRNA is hsa-miR-4770 with sequence UGAGAUGACACUGUAGCU. The protein sequence of the target gene is MALRELKVCLLGDTGVGKSSIVWRFVEDSFDPNINPTIGASFMTKTVQYQNELHKFLIWDTAGQERFRALAPMYYRGSAAAIIVYDITKEETFSTLKNWVKELRQHGPPNIVVAIAGNKCDLIDVREVMERDAKDYADSIHAIFVETSAKNAININELFIEISRRIPSTDANLPSGGKGFKLRRQPSEPKRSCC. Result: 1 (interaction). (4) The miRNA is hsa-miR-7977 with sequence UUCCCAGCCAACGCACCA. The protein sequence of the target gene is MAMFRSLVASAQQRQPPAGPAGGDSGLEAQYTCPICLEVYHRPVAIGSCGHTFCGECLQPCLQVPSPLCPLCRLPFDPKKVDKATHVEKQLSSYKAPCRGCNKKVTLAKMRVHISSCLKVQEQMANCPKFVPVVPTSQPIPSNIPNRSTFACPYCGARNLDQQELVKHCVESHRSDPNRVVCPICSAMPWGDPSYKSANFLQHLLHRHKFSYDTFVDYSIDEEAAFQAALALSLSEN. Result: 1 (interaction). (5) The protein sequence of the target gene is MSSKRAKAKTTKKRPQRATSNVFAMFDQSQIQEFKEAFNMIDQNRDGFIDKEDLHDMLASLGKNPTDEYLEGMMSEAPGPINFTMFLTMFGEKLNGTDPEDVIRNAFACFDEEASGFIHEDHLRELLTTMGDRFTDEEVDEMYREAPIDKKGNFNYVEFTRILKHGAKDKDD. Result: 1 (interaction). The miRNA is hsa-miR-4726-3p with sequence ACCCAGGUUCCCUCUGGCCGCA. (6) The miRNA is hsa-miR-7109-3p with sequence CAAGCCUCUCCUGCCCUUCCAG. The protein sequence of the target gene is MKPKLMYQELKVPVEEPAGELPLNEIEAWKAAEKKARWVLLVLILAVVGFGALMTQLFLWEYGDLHLFGPNQRPAPCYDPCEAVLVESIPEGLEFPNATTSNPSTSQAWLGLLAGAHSSLDIASFYWTLTNNDTHTQEPSAQQGEEVLQQLQALAPRGVKVRIAVSKPNGPLADLQSLLQSGAQVRMVDMQKLTHGVLHTKFWVVDQTHFYLGSANMDWRSLTQVKELGVVMYNCSCLARDLTKIFEAYWFLGQAGSSIPSTWPRSFDTRYNQETPMEICLNGTPALAYLASAPPPLCPS.... Result: 0 (no interaction).